Dataset: Reaction yield outcomes from USPTO patents with 853,638 reactions. Task: Predict the reaction yield, written as a fraction of the theoretical maximum amount of product (1.0 means a 100% yield; for example, 0.34 means a 34% yield). (1) The reactants are [F:1][C:2]1[CH:7]=[C:6](I)[CH:5]=[CH:4][C:3]=1[N:9]1[CH:14]=[C:13]([O:15][CH3:16])[C:12](=[O:17])[C:11]([C:18]2[N:22]([C:23]3[CH:28]=[CH:27][CH:26]=[CH:25][CH:24]=3)[N:21]=[CH:20][CH:19]=2)=[N:10]1.[CH2:29]1[C:31]2([CH2:35][NH:34][C:33](=[O:36])[O:32]2)[CH2:30]1.N[C@@H]1CCCC[C@H]1N.[O-]P([O-])([O-])=O.[K+].[K+].[K+]. The catalyst is O1CCOCC1.CCOC(C)=O.[Cu]I. The product is [F:1][C:2]1[CH:7]=[C:6]([N:34]2[CH2:35][C:31]3([CH2:29][CH2:30]3)[O:32][C:33]2=[O:36])[CH:5]=[CH:4][C:3]=1[N:9]1[CH:14]=[C:13]([O:15][CH3:16])[C:12](=[O:17])[C:11]([C:18]2[N:22]([C:23]3[CH:28]=[CH:27][CH:26]=[CH:25][CH:24]=3)[N:21]=[CH:20][CH:19]=2)=[N:10]1. The yield is 0.720. (2) The reactants are [CH:1]1([C:10]2[CH:17]=[CH:16][CH:15]=[CH:14][C:11]=2[CH:12]=O)[C:9]2[C:4](=[CH:5][CH:6]=[CH:7][CH:8]=2)[CH:3]=[CH:2]1.[NH2:18][C:19]1[CH:24]=[CH:23][CH:22]=[CH:21][CH:20]=1.[BH4-].[Na+].O. The catalyst is C(O)C.C1(C)C=CC=CC=1. The product is [CH:1]1([C:10]2[CH:17]=[CH:16][CH:15]=[CH:14][C:11]=2[CH2:12][NH:18][C:19]2[CH:24]=[CH:23][CH:22]=[CH:21][CH:20]=2)[C:9]2[C:4](=[CH:5][CH:6]=[CH:7][CH:8]=2)[CH:3]=[CH:2]1. The yield is 0.240. (3) The reactants are [CH:1]1([CH2:4][N:5]2[C:10](=[O:11])[C:9]([CH2:12][CH2:13][CH2:14][N:15]3CCN(C(OC(C)(C)C)=O)CC3)=[CH:8][C:7]([C:28]3[CH:33]=[CH:32][C:31]([O:34][CH3:35])=[C:30]([F:36])[CH:29]=3)=[N:6]2)[CH2:3][CH2:2]1.C1(CN2C(=O)C(CCCOS(C)(=O)=O)=CC(C3C=CC(OC)=C(F)C=3)=N2)CC1. No catalyst specified. The product is [NH2:15][CH2:14][CH2:13][CH2:12][C:9]1[C:10](=[O:11])[N:5]([CH2:4][CH:1]2[CH2:3][CH2:2]2)[N:6]=[C:7]([C:28]2[CH:33]=[CH:32][C:31]([O:34][CH3:35])=[C:30]([F:36])[CH:29]=2)[CH:8]=1. The yield is 0.678.